From a dataset of Forward reaction prediction with 1.9M reactions from USPTO patents (1976-2016). Predict the product of the given reaction. Given the reactants [Cl:1][C:2]1[CH:7]=[CH:6][C:5](/[C:8](=[C:15]2/[C:16](=[O:37])[N:17]([CH2:24][C:25]3[CH:30]=[C:29]([O:31]C)[C:28]([O:33]C)=[C:27]([O:35]C)[CH:26]=3)[C:18]3[C:23]/2=[CH:22][CH:21]=[CH:20][CH:19]=3)/[C:9]2[CH:14]=[CH:13][CH:12]=[CH:11][CH:10]=2)=[CH:4][CH:3]=1.ClC1C=CC(/C(=C2\C(=O)N(CC3C=C(OC)C(OC)=C(OC)C=3)C3C\2=CC=CC=3)/C2C=CC=CC=2)=CC=1.B(Br)(Br)Br, predict the reaction product. The product is: [Cl:1][C:2]1[CH:7]=[CH:6][C:5](/[C:8](=[C:15]2/[C:16](=[O:37])[N:17]([CH2:24][C:25]3[CH:26]=[C:27]([OH:35])[C:28]([OH:33])=[C:29]([OH:31])[CH:30]=3)[C:18]3[C:23]/2=[CH:22][CH:21]=[CH:20][CH:19]=3)/[C:9]2[CH:14]=[CH:13][CH:12]=[CH:11][CH:10]=2)=[CH:4][CH:3]=1.